Dataset: CYP2C9 inhibition data for predicting drug metabolism from PubChem BioAssay. Task: Regression/Classification. Given a drug SMILES string, predict its absorption, distribution, metabolism, or excretion properties. Task type varies by dataset: regression for continuous measurements (e.g., permeability, clearance, half-life) or binary classification for categorical outcomes (e.g., BBB penetration, CYP inhibition). Dataset: cyp2c9_veith. (1) The compound is C[C@@H](N)Cn1ccc2cc(F)c(Cl)cc21. The result is 1 (inhibitor). (2) The molecule is N#CCCn1c(=O)c(-c2ccc(Cl)cc2)nc2cnc(OCc3ccccc3)nc21. The result is 0 (non-inhibitor).